The task is: Predict the reaction yield, written as a fraction of the theoretical maximum amount of product (1.0 means a 100% yield; for example, 0.34 means a 34% yield).. This data is from Reaction yield outcomes from USPTO patents with 853,638 reactions. (1) The reactants are [CH3:1][C:2]1([CH2:5]O)[CH2:4][CH2:3]1.C1C=C[NH+]=CC=1.[O-][Cr](Cl)(=O)=O.C1COCC1.[C:23]([CH2:25][C:26]([O:28][CH2:29][CH3:30])=[O:27])#[N:24]. The catalyst is C(Cl)Cl.N1CCCCC1.C(O)(=O)C. The product is [CH2:29]([O:28][C:26](=[O:27])[C:25]([C:23]#[N:24])=[CH:5][C:2]1([CH3:1])[CH2:3][CH2:4]1)[CH3:30]. The yield is 0.250. (2) The product is [CH3:12][O:7][C:6](=[O:8])[C:5]1[CH:9]=[CH:10][C:2]([OH:1])=[N:3][CH:4]=1. The reactants are [OH:1][C:2]1[CH:10]=[CH:9][C:5]([C:6]([OH:8])=[O:7])=[CH:4][N:3]=1.[Si](C=[N+]=[N-])(C)(C)[CH3:12]. The yield is 0.849. The catalyst is C1C=CC=CC=1.CO.